This data is from Full USPTO retrosynthesis dataset with 1.9M reactions from patents (1976-2016). The task is: Predict the reactants needed to synthesize the given product. (1) Given the product [C:17]1([C:1](=[O:16])/[CH:2]=[C:3](\[NH:15][C@H:8]([C:9]2[CH:14]=[CH:13][CH:12]=[CH:11][CH:10]=2)[CH3:7])/[CH3:4])[CH:22]=[CH:21][CH:20]=[CH:19][CH:18]=1, predict the reactants needed to synthesize it. The reactants are: [CH3:1][C:2](=O)[C:3](=O)[CH3:4].[CH3:7][C@H:8]([NH2:15])[C:9]1[CH:14]=[CH:13][CH:12]=[CH:11][CH:10]=1.[OH2:16].[CH:17]1[CH:22]=[CH:21][CH:20]=[CH:19][CH:18]=1. (2) Given the product [F:1][C:2]1[C:3]([F:8])=[CH:4][CH:5]=[CH:6][C:7]=1[C:22](=[O:23])[CH2:21][F:20], predict the reactants needed to synthesize it. The reactants are: [F:1][C:2]1[CH:7]=[CH:6][CH:5]=[CH:4][C:3]=1[F:8].C([Li])CCC.CCCCCC.[F:20][CH2:21][C:22](OCC)=[O:23]. (3) Given the product [O:15]=[C:13]([N:3]1[CH2:4][CH2:28][CH:29]([CH2:24][O:17][C:18]2[CH:19]=[CH:20][CH:21]=[CH:22][CH:23]=2)[CH2:10][CH2:2]1)[C:12]([NH:11][C:7]1[CH:8]=[C:9]2[C:4](=[CH:5][CH:6]=1)[NH:3][C:2](=[O:1])[CH2:10]2)=[O:16], predict the reactants needed to synthesize it. The reactants are: [O:1]=[C:2]1[CH2:10][C:9]2[C:4](=[CH:5][CH:6]=[C:7]([NH:11][C:12](=[O:16])[C:13]([OH:15])=O)[CH:8]=2)[NH:3]1.[O:17]([CH:24]1[CH2:29][CH2:28]N(C)CC1)[C:18]1[CH:23]=[CH:22][CH:21]=[CH:20][CH:19]=1. (4) Given the product [CH3:1][C:2]([CH3:33])([CH3:34])[C:3]#[C:4][C:5]1[S:9][C:8]([C:10]([OH:12])=[O:11])=[C:7]([N:14]([C:24]([C@H:26]2[CH2:27][CH2:28][C@H:29]([CH3:32])[CH2:30][CH2:31]2)=[O:25])[CH2:15][C:16](=[O:23])[N:17]2[CH2:18][CH2:19][S:20][CH2:21][CH2:22]2)[CH:6]=1, predict the reactants needed to synthesize it. The reactants are: [CH3:1][C:2]([CH3:34])([CH3:33])[C:3]#[C:4][C:5]1[S:9][C:8]([C:10]([O:12]C)=[O:11])=[C:7]([N:14]([C:24]([C@H:26]2[CH2:31][CH2:30][C@H:29]([CH3:32])[CH2:28][CH2:27]2)=[O:25])[CH2:15][C:16](=[O:23])[N:17]2[CH2:22][CH2:21][S:20][CH2:19][CH2:18]2)[CH:6]=1.O[Li].O.Cl. (5) Given the product [F:8][C:9]1[CH:10]=[C:11]([NH:20][C:21]([C@@H:23]2[NH:32][CH2:31][CH2:30][C:29]3[N:28]=[C:27]([O:40][CH3:41])[CH:26]=[CH:25][C:24]2=3)=[O:22])[CH:12]=[C:13]2[C:17]=1[C:16]([CH3:18])([CH3:19])[CH2:15][CH2:14]2, predict the reactants needed to synthesize it. The reactants are: C(O)(C(F)(F)F)=O.[F:8][C:9]1[CH:10]=[C:11]([NH:20][C:21]([C@@H:23]2[N:32](C(OC(C)(C)C)=O)[CH2:31][CH2:30][C:29]3[N:28]=[C:27]([O:40][CH3:41])[CH:26]=[CH:25][C:24]2=3)=[O:22])[CH:12]=[C:13]2[C:17]=1[C:16]([CH3:19])([CH3:18])[CH2:15][CH2:14]2.C(=O)([O-])[O-].[K+].[K+].